This data is from Catalyst prediction with 721,799 reactions and 888 catalyst types from USPTO. The task is: Predict which catalyst facilitates the given reaction. (1) Reactant: [C:1]1([S:7]([N:10]2[C:14]3=[N:15][CH:16]=[CH:17][C:18]([C:19]4[CH:24]=[CH:23][C:22]([S:25]([N:28]5[CH2:32][CH2:31][CH2:30][CH2:29]5)(=[O:27])=[O:26])=[CH:21][CH:20]=4)=[C:13]3[CH:12]=[CH:11]2)(=[O:9])=[O:8])[CH:6]=[CH:5][CH:4]=[CH:3][CH:2]=1.[Li+].CC([N-]C(C)C)C.CCCCCCC.C1C[O:51][CH2:50]C1.C(C1C=CC=CC=1)C.CN(C=O)C. Product: [C:1]1([S:7]([N:10]2[C:14]3=[N:15][CH:16]=[CH:17][C:18]([C:19]4[CH:20]=[CH:21][C:22]([S:25]([N:28]5[CH2:32][CH2:31][CH2:30][CH2:29]5)(=[O:26])=[O:27])=[CH:23][CH:24]=4)=[C:13]3[CH:12]=[C:11]2[CH:50]=[O:51])(=[O:9])=[O:8])[CH:2]=[CH:3][CH:4]=[CH:5][CH:6]=1. The catalyst class is: 1. (2) Reactant: [Li]C(CC)C.C1CCCCC1.[C:12]([C:16]1[CH:26]=[CH:25][C:19]([C:20]([NH:22][CH2:23][CH3:24])=[O:21])=[CH:18][CH:17]=1)([CH3:15])([CH3:14])[CH3:13].CN(CCN(C)C)C.[Cl:35]C(Cl)(Cl)C(Cl)(Cl)Cl.C([O-])(O)=O.[Na+]. Product: [Cl:35][C:18]1[CH:17]=[C:16]([C:12]([CH3:13])([CH3:15])[CH3:14])[CH:26]=[CH:25][C:19]=1[C:20]([NH:22][CH2:23][CH3:24])=[O:21]. The catalyst class is: 1.